Task: Predict the product of the given reaction.. Dataset: Forward reaction prediction with 1.9M reactions from USPTO patents (1976-2016) (1) Given the reactants [CH2:1]([O:3][C:4]([CH2:6][C:7]1[C:8](=[O:13])[CH2:9][C@@H:10]([OH:12])[CH:11]=1)=[O:5])[CH3:2].N1C=CN=C1.[C:19]([Si:23]([CH3:26])([CH3:25])Cl)([CH3:22])([CH3:21])[CH3:20].[CH:27]1[C:36]2[C:31](=[CH:32][CH:33]=CC=2)[CH:30]=[CH:29][C:28]=1O.C1(N=C=NC2CCCCC2)CCCCC1, predict the reaction product. The product is: [CH:2]1[C:36]2[C:31](=[CH:30][CH:29]=[CH:28][CH:27]=2)[CH:32]=[CH:33][C:1]=1[O:3][C:4]([CH2:6][C:7]1[C:8](=[O:13])[CH2:9][C@@H:10]([O:12][Si:23]([C:19]([CH3:22])([CH3:21])[CH3:20])([CH3:26])[CH3:25])[CH:11]=1)=[O:5]. (2) Given the reactants [CH3:1][C:2]1([CH3:9])[CH2:7][CH2:6][CH:5]([OH:8])[CH2:4][CH2:3]1.C(OOC(C)(C)C)(C)(C)C.C([O:22][C:23](=O)[CH:24]=[CH2:25])C, predict the reaction product. The product is: [CH3:1][C:2]1([CH3:9])[CH2:7][CH2:6][C:5]2([O:8][C:23](=[O:22])[CH2:24][CH2:25]2)[CH2:4][CH2:3]1. (3) The product is: [CH:1]([O:4][C:5]([N:7]1[CH2:12][CH2:11][CH:10]([CH:13]2[O:22][C:16]3=[CH:17][N:18]=[C:19]([C:30]4[CH:31]=[CH:32][C:27]([S:24]([CH3:23])(=[O:26])=[O:25])=[CH:28][CH:29]=4)[CH:20]=[C:15]3[CH2:14]2)[CH2:9][CH2:8]1)=[O:6])([CH3:3])[CH3:2]. Given the reactants [CH:1]([O:4][C:5]([N:7]1[CH2:12][CH2:11][CH:10]([CH:13]2[O:22][C:16]3=[CH:17][N:18]=[C:19](Cl)[CH:20]=[C:15]3[CH2:14]2)[CH2:9][CH2:8]1)=[O:6])([CH3:3])[CH3:2].[CH3:23][S:24]([C:27]1[CH:32]=[CH:31][C:30](B(O)O)=[CH:29][CH:28]=1)(=[O:26])=[O:25], predict the reaction product. (4) Given the reactants C(=O)([O-])[O-].[Cs+].[Cs+].[NH2:7][C@H:8]1[CH2:13][CH2:12][C@H:11]([C:14]([O:16][CH2:17][CH3:18])=[O:15])[CH2:10][CH2:9]1.Cl[C:20]1[N:25]=[C:24]([C:26]2[CH:31]=[CH:30][CH:29]=[CH:28][CH:27]=2)[C:23]([C:32]2[CH:37]=[CH:36][CH:35]=[CH:34][CH:33]=2)=[CH:22][N:21]=1, predict the reaction product. The product is: [C:26]1([C:24]2[C:23]([C:32]3[CH:33]=[CH:34][CH:35]=[CH:36][CH:37]=3)=[CH:22][N:21]=[C:20]([NH:7][C@H:8]3[CH2:9][CH2:10][C@H:11]([C:14]([O:16][CH2:17][CH3:18])=[O:15])[CH2:12][CH2:13]3)[N:25]=2)[CH:31]=[CH:30][CH:29]=[CH:28][CH:27]=1. (5) Given the reactants [NH2:1][C:2]1[N:7]=[C:6](Br)[C:5]([C:9]#[N:10])=[C:4]([S:11][CH3:12])[N:3]=1.[I:13][C:14]1[CH:15]=[N:16][NH:17][CH:18]=1.C(=O)([O-])[O-].[Cs+].[Cs+], predict the reaction product. The product is: [NH2:1][C:2]1[N:7]=[C:6]([N:16]2[CH:15]=[C:14]([I:13])[CH:18]=[N:17]2)[C:5]([C:9]#[N:10])=[C:4]([S:11][CH3:12])[N:3]=1. (6) Given the reactants [NH2:1][C:2]1[N:10]=[C:9]([O:11][CH2:12][CH2:13][CH2:14][CH3:15])[N:8]=[C:7]2[C:3]=1[N:4]=[C:5]([O:35][CH3:36])[N:6]2[CH2:16][CH2:17][CH2:18][CH:19]1[CH2:24][CH2:23]CCN1C(OCC1C=CC=CC=1)=O.FC(F)(F)C(O)=O.C(OC1N=C2C(N=C(OC)N2)=C(N)N=1)CCC.BrCCCC1CC[N:68]([C:71]([O:73][CH2:74][C:75]2[CH:80]=[CH:79][CH:78]=[CH:77][CH:76]=2)=[O:72])[CH2:67][CH2:66]1, predict the reaction product. The product is: [NH2:1][C:2]1[N:10]=[C:9]([O:11][CH2:12][CH2:13][CH2:14][CH3:15])[N:8]=[C:7]2[C:3]=1[N:4]=[C:5]([O:35][CH3:36])[N:6]2[CH2:16][CH2:17][CH2:18][CH:19]1[CH2:24][CH2:23][N:68]([C:71]([O:73][CH2:74][C:75]2[CH:80]=[CH:79][CH:78]=[CH:77][CH:76]=2)=[O:72])[CH2:67][CH2:66]1.